This data is from Reaction yield outcomes from USPTO patents with 853,638 reactions. The task is: Predict the reaction yield, written as a fraction of the theoretical maximum amount of product (1.0 means a 100% yield; for example, 0.34 means a 34% yield). (1) The reactants are [C:1]([O-:4])(=O)[CH3:2].[K+].[CH3:6][O:7][C:8]([C:10]1[S:11][C:12]([CH3:16])=[C:13]([NH2:15])[CH:14]=1)=[O:9].C(OC(=O)C)(=O)C.[N:24](OCCC(C)C)=O. The catalyst is C1(C)C=CC=CC=1.C(OCC)(=O)C. The product is [CH3:6][O:7][C:8]([C:10]1[S:11][C:12]2[CH:16]=[N:24][N:15]([C:1](=[O:4])[CH3:2])[C:13]=2[CH:14]=1)=[O:9]. The yield is 0.493. (2) The reactants are C(OC([NH:8][CH:9]([C:43]([CH3:46])([CH3:45])[CH3:44])[C:10]([N:12]1[CH2:16][CH:15]([O:17][C:18]2[C:27]3[C:22](=[C:23]([Cl:28])[CH:24]=[CH:25][CH:26]=3)[N:21]=[C:20]([O:29][CH2:30][CH3:31])[CH:19]=2)[CH2:14][CH:13]1[C:32]([NH:34][C:35]1([C:40]([OH:42])=[O:41])[CH2:37][CH:36]1[CH2:38][CH3:39])=[O:33])=[O:11])=O)(C)(C)C.Cl.[F:48][C:49]([F:68])([F:67])[C:50]1([O:54][C:55](=[O:66])OC2C=CC([N+]([O-])=O)=CC=2)[CH2:53][CH2:52][CH2:51]1.OS([O-])(=O)=O.[K+]. The catalyst is ClCCl.C(N(CC)CC)C. The product is [Cl:28][C:23]1[CH:24]=[CH:25][CH:26]=[C:27]2[C:22]=1[N:21]=[C:20]([O:29][CH2:30][CH3:31])[CH:19]=[C:18]2[O:17][CH:15]1[CH2:16][N:12]([C:10](=[O:11])[CH:9]([NH:8][C:55]([O:54][C:50]2([C:49]([F:48])([F:67])[F:68])[CH2:51][CH2:52][CH2:53]2)=[O:66])[C:43]([CH3:44])([CH3:46])[CH3:45])[CH:13]([C:32]([NH:34][C:35]2([C:40]([OH:42])=[O:41])[CH2:37][CH:36]2[CH2:38][CH3:39])=[O:33])[CH2:14]1. The yield is 0.500.